From a dataset of Full USPTO retrosynthesis dataset with 1.9M reactions from patents (1976-2016). Predict the reactants needed to synthesize the given product. (1) Given the product [NH2:1][C:2]1[N:7]=[C:6]([C:8]#[N:9])[C:5]([C:10]2[CH:15]=[CH:14][C:13]([C:27]3[C:28]([S:37]([NH:40][CH2:41][CH2:42][OH:43])(=[O:38])=[O:39])=[CH:29][C:30]([C:33]([F:34])([F:35])[F:36])=[CH:31][CH:32]=3)=[CH:12][C:11]=2[F:25])=[N:4][CH:3]=1, predict the reactants needed to synthesize it. The reactants are: [NH2:1][C:2]1[N:7]=[C:6]([C:8]#[N:9])[C:5]([C:10]2[CH:15]=[CH:14][C:13](B3OC(C)(C)C(C)(C)O3)=[CH:12][C:11]=2[F:25])=[N:4][CH:3]=1.Br[C:27]1[CH:32]=[CH:31][C:30]([C:33]([F:36])([F:35])[F:34])=[CH:29][C:28]=1[S:37]([NH:40][CH2:41][CH2:42][OH:43])(=[O:39])=[O:38]. (2) Given the product [C:1]([C:5]1[CH:27]=[CH:26][C:8]([CH2:9][N:10]2[C:18]3[C:13](=[CH:14][C:15]([C:19]4[CH:24]=[CH:23][CH:22]=[C:21]([CH3:25])[CH:20]=4)=[CH:16][CH:17]=3)[C:12]([C:67](=[O:68])[C:66]([NH:34][CH2:33][C:59]([OH:60])=[O:62])=[O:65])=[CH:11]2)=[CH:7][CH:6]=1)([CH3:4])([CH3:2])[CH3:3], predict the reactants needed to synthesize it. The reactants are: [C:1]([C:5]1[CH:27]=[CH:26][C:8]([CH2:9][N:10]2[C:18]3[C:13](=[CH:14][C:15]([C:19]4[CH:24]=[CH:23][CH:22]=[C:21]([CH3:25])[CH:20]=4)=[CH:16][CH:17]=3)[CH:12]=[CH:11]2)=[CH:7][CH:6]=1)([CH3:4])([CH3:3])[CH3:2].BrC1C=C2C(=CC=1)[N:34](CC1C=CC(C(C)(C)C)=CC=1)[CH:33]=C2.CC1C=C(B(O)O)C=CC=1.[C:59](=[O:62])([O-])[O-:60].[K+].[K+].[O:65]1CC[O:68][CH2:67][CH2:66]1. (3) Given the product [CH:1]1([S:4]([C:7]2[CH:12]=[CH:11][C:10]([CH:13]([C:21]3[NH:25][C:24]([C:26]4[N:31]=[CH:30][C:29]([CH2:32][NH:44][CH:38]5[CH:39]6[CH2:42][CH2:43][N:36]([CH2:41][CH2:40]6)[CH2:37]5)=[CH:28][CH:27]=4)=[CH:23][CH:22]=3)[CH2:14][CH:15]3[CH2:16][CH2:17][O:18][CH2:19][CH2:20]3)=[CH:9][CH:8]=2)(=[O:5])=[O:6])[CH2:3][CH2:2]1, predict the reactants needed to synthesize it. The reactants are: [CH:1]1([S:4]([C:7]2[CH:12]=[CH:11][C:10]([CH:13]([C:21]3[NH:25][C:24]([C:26]4[N:31]=[CH:30][C:29]([CH:32]=O)=[CH:28][CH:27]=4)=[CH:23][CH:22]=3)[CH2:14][CH:15]3[CH2:20][CH2:19][O:18][CH2:17][CH2:16]3)=[CH:9][CH:8]=2)(=[O:6])=[O:5])[CH2:3][CH2:2]1.Cl.Cl.[N:36]12[CH2:43][CH2:42][CH:39]([CH2:40][CH2:41]1)[CH:38]([NH2:44])[CH2:37]2.C(N(CC)CC)C.C(O[BH-](OC(=O)C)OC(=O)C)(=O)C.[Na+]. (4) Given the product [C:12]([C:15]1[CH:16]=[C:17]([C:18]([NH:21][C:9](=[O:10])[CH2:8][C:5]2[CH:6]=[CH:7][C:2]([Cl:1])=[CH:3][CH:4]=2)([CH3:20])[CH3:19])[CH:22]=[CH:23][CH:24]=1)(=[O:14])[CH3:13], predict the reactants needed to synthesize it. The reactants are: [Cl:1][C:2]1[CH:7]=[CH:6][C:5]([CH2:8][C:9](Cl)=[O:10])=[CH:4][CH:3]=1.[C:12]([C:15]1[CH:16]=[C:17]([CH:22]=[CH:23][CH:24]=1)[C:18]([NH2:21])([CH3:20])[CH3:19])(=[O:14])[CH3:13].C(N(CC)CC)C. (5) Given the product [CH3:17][O:18][C:19]1[CH:20]=[C:21]([NH:22][C:2]2[N:7]=[C:6]([NH:8][C:9]3[CH:14]=[CH:13][CH:12]=[C:11]([OH:15])[CH:10]=3)[C:5]([F:16])=[CH:4][N:3]=2)[CH:23]=[CH:24][C:25]=1[O:26][CH3:27], predict the reactants needed to synthesize it. The reactants are: F[C:2]1[N:7]=[C:6]([NH:8][C:9]2[CH:14]=[CH:13][CH:12]=[C:11]([OH:15])[CH:10]=2)[C:5]([F:16])=[CH:4][N:3]=1.[CH3:17][O:18][C:19]1[CH:20]=[C:21]([CH:23]=[CH:24][C:25]=1[O:26][CH3:27])[NH2:22]. (6) Given the product [CH3:1][N:2]1[C:10]2[C:5](=[CH:6][CH:7]=[C:8]([C:11]([F:13])([F:14])[F:12])[CH:9]=2)[C:4]([C:15]2[N:20]=[C:19]3[C:21]([C:32]([OH:34])=[O:33])=[CH:22][NH:23][C:18]3=[N:17][CH:16]=2)=[N:3]1, predict the reactants needed to synthesize it. The reactants are: [CH3:1][N:2]1[C:10]2[C:5](=[CH:6][CH:7]=[C:8]([C:11]([F:14])([F:13])[F:12])[CH:9]=2)[C:4]([C:15]2[N:20]=[C:19]3[C:21]([C:32]([O:34]C)=[O:33])=[CH:22][N:23](COC(=O)C(C)(C)C)[C:18]3=[N:17][CH:16]=2)=[N:3]1.[OH-].[K+]. (7) Given the product [CH3:33][O:32][C:30]([C:27]1([C:18]2[O:17][N:16]=[C:15]([C:12]3[CH:13]=[CH:14][C:9]([OH:8])=[CH:10][CH:11]=3)[C:19]=2[C:20]2[CH:25]=[CH:24][CH:23]=[CH:22][CH:21]=2)[CH2:28][CH2:29]1)=[O:31], predict the reactants needed to synthesize it. The reactants are: [Si]([O:8][C:9]1[CH:14]=[CH:13][C:12]([C:15]2[CH:19]([C:20]3[CH:25]=[CH:24][CH:23]=[CH:22][CH:21]=3)[C:18]([C:27]3([C:30]([O:32][CH3:33])=[O:31])[CH2:29][CH2:28]3)(O)[O:17][N:16]=2)=[CH:11][CH:10]=1)(C(C)(C)C)(C)C.Cl.C(=O)(O)[O-].[Na+]. (8) Given the product [CH3:1][C:2]1[N:3]([C:29]([O:31][CH2:32][CH:33]([CH3:35])[CH3:34])=[O:30])[C:4]2[C:5]([N:28]=1)=[N:6][CH:7]=[C:8]([C:10]1[CH:11]=[CH:12][C:13]3[O:19][CH2:18][CH2:17][NH:16][CH2:15][C:14]=3[CH:27]=1)[CH:9]=2, predict the reactants needed to synthesize it. The reactants are: [CH3:1][C:2]1[N:3]([C:29]([O:31][CH2:32][CH:33]([CH3:35])[CH3:34])=[O:30])[C:4]2[C:5]([N:28]=1)=[N:6][CH:7]=[C:8]([C:10]1[CH:11]=[CH:12][C:13]3[O:19][CH2:18][CH2:17][N:16](C(OC(C)(C)C)=O)[CH2:15][C:14]=3[CH:27]=1)[CH:9]=2.